Task: Predict the reaction yield, written as a fraction of the theoretical maximum amount of product (1.0 means a 100% yield; for example, 0.34 means a 34% yield).. Dataset: Reaction yield outcomes from USPTO patents with 853,638 reactions The reactants are [N:1]1[CH:6]=[CH:5][C:4]([C:7]2[CH:12]=[C:11]([C:13]([F:16])([F:15])[F:14])[CH:10]=[CH:9][C:8]=2[OH:17])=[CH:3][N:2]=1.[C:18]([C:20]1[CH:21]=[C:22]([S:27]([N:30]([CH2:36][C:37]2[CH:42]=[CH:41][C:40]([O:43][CH3:44])=[CH:39][C:38]=2[O:45][CH3:46])[C:31]2[S:35][N:34]=[CH:33][N:32]=2)(=[O:29])=[O:28])[CH:23]=[CH:24][C:25]=1F)#[N:19].C(=O)([O-])[O-].[K+].[K+].O. The catalyst is CS(C)=O. The product is [C:18]([C:20]1[CH:21]=[C:22]([S:27]([N:30]([CH2:36][C:37]2[CH:42]=[CH:41][C:40]([O:43][CH3:44])=[CH:39][C:38]=2[O:45][CH3:46])[C:31]2[S:35][N:34]=[CH:33][N:32]=2)(=[O:29])=[O:28])[CH:23]=[CH:24][C:25]=1[O:17][C:8]1[CH:9]=[CH:10][C:11]([C:13]([F:15])([F:16])[F:14])=[CH:12][C:7]=1[C:4]1[CH:5]=[CH:6][N:1]=[N:2][CH:3]=1)#[N:19]. The yield is 0.360.